From a dataset of Reaction yield outcomes from USPTO patents with 853,638 reactions. Predict the reaction yield, written as a fraction of the theoretical maximum amount of product (1.0 means a 100% yield; for example, 0.34 means a 34% yield). (1) The product is [C:31]([C:26]1[CH:27]=[C:28]2[C:23](=[C:24]([F:35])[CH:25]=1)[C:22](=[O:36])[N:21]([C:7]1[CH:8]=[CH:9][CH:10]=[C:11]([C:38]3[N:39]=[C:40]([NH:47][C:48]4[CH:49]=[CH:50][C:51]([CH:54]5[CH2:59][CH2:58][N:57]([CH3:60])[CH2:56][CH2:55]5)=[CH:52][CH:53]=4)[C:41]4[N:42]([CH:44]=[CH:45][N:46]=4)[CH:43]=3)[C:6]=1[CH2:5][O:4][C:1](=[O:3])[CH3:2])[N:30]=[CH:29]2)([CH3:33])([CH3:32])[CH3:34]. The reactants are [C:1]([O:4][CH2:5][C:6]1[C:11](B2OC(C)(C)C(C)(C)O2)=[CH:10][CH:9]=[CH:8][C:7]=1[N:21]1[N:30]=[CH:29][C:28]2[C:23](=[C:24]([F:35])[CH:25]=[C:26]([C:31]([CH3:34])([CH3:33])[CH3:32])[CH:27]=2)[C:22]1=[O:36])(=[O:3])[CH3:2].Br[C:38]1[N:39]=[C:40]([NH:47][C:48]2[CH:53]=[CH:52][C:51]([CH:54]3[CH2:59][CH2:58][N:57]([CH3:60])[CH2:56][CH2:55]3)=[CH:50][CH:49]=2)[C:41]2[N:42]([CH:44]=[CH:45][N:46]=2)[CH:43]=1.C([O-])([O-])=O.[K+].[K+].CC(C1C=C(C(C)C)C(C2C=CC=CC=2P(C2CCCCC2)C2CCCCC2)=C(C(C)C)C=1)C. The catalyst is O1CCOCC1.O.C1C=CC(/C=C/C(/C=C/C2C=CC=CC=2)=O)=CC=1.C1C=CC(/C=C/C(/C=C/C2C=CC=CC=2)=O)=CC=1.C1C=CC(/C=C/C(/C=C/C2C=CC=CC=2)=O)=CC=1.[Pd].[Pd]. The yield is 0.920. (2) The product is [F:42][C:39]1[CH:40]=[CH:41][C:36]([O:35][C:30]2[CH:29]=[CH:28][C:27]([CH2:26][S:14][C:11]3[N:12]([CH3:16])[CH:13]=[C:8]([CH2:7][C:5]4[CH:6]=[N:1][CH:2]=[N:3][CH:4]=4)[C:9](=[O:15])[N:10]=3)=[CH:34][C:31]=2[C:32]#[N:33])=[CH:37][C:38]=1[C:43]([F:46])([F:45])[F:44]. The catalyst is C(Cl)Cl.[Zn+2].[Br-].[Br-].CN1C(=O)CCC1. The yield is 0.123. The reactants are [N:1]1[CH:6]=[C:5]([CH2:7][C:8]2[C:9](=[O:15])[NH:10][C:11](=[S:14])[NH:12][CH:13]=2)[CH:4]=[N:3][CH:2]=1.[CH3:16]CN(C(C)C)C(C)C.Cl[CH2:26][C:27]1[CH:28]=[CH:29][C:30]([O:35][C:36]2[CH:41]=[CH:40][C:39]([F:42])=[C:38]([C:43]([F:46])([F:45])[F:44])[CH:37]=2)=[C:31]([CH:34]=1)[C:32]#[N:33].CI. (3) The reactants are [NH2:1][C@@H:2]([CH3:18])[CH2:3][N:4]1[CH:8]=[CH:7][C:6]([C:9]2[CH:16]=[CH:15][C:12]([C:13]#[N:14])=[C:11]([Cl:17])[CH:10]=2)=[N:5]1.[CH3:19][C:20]1[O:24][C:23]([C:25]2[O:29][N:28]=[C:27]([C:30](O)=[O:31])[CH:26]=2)=[CH:22][CH:21]=1. No catalyst specified. The product is [Cl:17][C:11]1[CH:10]=[C:9]([C:6]2[CH:7]=[CH:8][N:4]([CH2:3][C@@H:2]([NH:1][C:30]([C:27]3[CH:26]=[C:25]([C:23]4[O:24][C:20]([CH3:19])=[CH:21][CH:22]=4)[O:29][N:28]=3)=[O:31])[CH3:18])[N:5]=2)[CH:16]=[CH:15][C:12]=1[C:13]#[N:14]. The yield is 0.415. (4) The reactants are [CH3:1][N:2]1[CH:6]=[C:5]([CH:7]([CH3:10])[CH2:8][NH2:9])[N:4]=[C:3]1[C:11]1[CH:16]=[CH:15][CH:14]=[CH:13][CH:12]=1.[F:17][C:18]([F:34])([F:33])[C:19]1[O:23][N:22]=[C:21]([C:24]2[CH:25]=[N:26][CH:27]=[C:28]([CH:32]=2)[C:29](O)=[O:30])[N:20]=1. No catalyst specified. The product is [CH3:1][N:2]1[CH:6]=[C:5]([CH:7]([CH3:10])[CH2:8][NH:9][C:29](=[O:30])[C:28]2[CH:32]=[C:24]([C:21]3[N:20]=[C:19]([C:18]([F:34])([F:33])[F:17])[O:23][N:22]=3)[CH:25]=[N:26][CH:27]=2)[N:4]=[C:3]1[C:11]1[CH:16]=[CH:15][CH:14]=[CH:13][CH:12]=1. The yield is 0.160. (5) The reactants are [NH2:1][C:2]1[C:7]([CH:8]=O)=[CH:6][N:5]=[C:4]([S:10][CH3:11])[N:3]=1.[Cl:12][C:13]1[C:18]([O:19][CH3:20])=[CH:17][C:16]([O:21][CH3:22])=[C:15]([Cl:23])[C:14]=1[CH2:24][C:25]#[N:26].C(=O)([O-])[O-].[K+].[K+]. The catalyst is CN(C=O)C. The product is [Cl:12][C:13]1[C:18]([O:19][CH3:20])=[CH:17][C:16]([O:21][CH3:22])=[C:15]([Cl:23])[C:14]=1[C:24]1[C:25](=[NH:26])[NH:1][C:2]2[N:3]=[C:4]([S:10][CH3:11])[N:5]=[CH:6][C:7]=2[CH:8]=1. The yield is 0.350. (6) The reactants are [OH:1][CH2:2][C@@H:3]1[CH2:7][N:6]([C:8]([O:10][C:11]([CH3:14])([CH3:13])[CH3:12])=[O:9])[C@H:5]([C:15]([O:17][CH3:18])=[O:16])[CH2:4]1.[F:19][C:20]([F:28])(S(F)(=O)=O)C(O)=O. The catalyst is [Cu]I.C(#N)C. The product is [F:19][CH:20]([F:28])[O:1][CH2:2][C@@H:3]1[CH2:7][N:6]([C:8]([O:10][C:11]([CH3:13])([CH3:14])[CH3:12])=[O:9])[C@H:5]([C:15]([O:17][CH3:18])=[O:16])[CH2:4]1. The yield is 0.610. (7) The reactants are [NH2:1][C:2]1[CH:7]=[CH:6][C:5]([CH:8]([C:16]2[CH:21]=[CH:20][C:19]([NH2:22])=[CH:18][CH:17]=2)[C:9]2[CH:14]=[CH:13][C:12]([NH2:15])=[CH:11][CH:10]=2)=[CH:4][CH:3]=1.[CH:23]([OH:25])=O.Cl.C(N=C=NCCCN(C)C)C.[C:38](OCC)(=[O:40])C.[CH3:44][OH:45]. The catalyst is CN(C)C1C=CN=CC=1.ClCCl.O. The product is [CH:38]([NH:1][C:2]1[CH:7]=[CH:6][C:5]([CH:8]([C:9]2[CH:14]=[CH:13][C:12]([NH:15][CH:23]=[O:25])=[CH:11][CH:10]=2)[C:16]2[CH:21]=[CH:20][C:19]([NH:22][CH:44]=[O:45])=[CH:18][CH:17]=2)=[CH:4][CH:3]=1)=[O:40]. The yield is 0.440. (8) The reactants are C([O:5][C:6]([N:8]1[CH:14]2[CH2:15][CH2:16][CH:9]1[CH2:10][NH:11][C:12](=[O:17])[CH2:13]2)=[O:7])(C)(C)C.Br[C:19]1[CH:20]=[CH:21][C:22]([N+:25]([O-:27])=[O:26])=[N:23][CH:24]=1. No catalyst specified. The product is [N+:25]([C:22]1[N:23]=[CH:24][C:19]([N:11]2[C:12](=[O:17])[CH2:13][CH:14]3[N:8]([C:6]([OH:5])=[O:7])[CH:9]([CH2:16][CH2:15]3)[CH2:10]2)=[CH:20][CH:21]=1)([O-:27])=[O:26]. The yield is 0.580. (9) The reactants are [CH2:1]([O:8][C:9]1[CH:14]=[C:13](Cl)[CH:12]=[CH:11][N:10]=1)[C:2]1[CH:7]=[CH:6][CH:5]=[CH:4][CH:3]=1.[CH3:16][N:17]([CH:28]1[CH2:33][CH2:32][NH:31][CH2:30][CH2:29]1)[C:18](=[O:27])[O:19][CH2:20][C:21]1[CH:26]=[CH:25][CH:24]=[CH:23][CH:22]=1.C([O-])([O-])=O.[Cs+].[Cs+].CC1(C)C2C(=C(P(C3C=CC=CC=3)C3C=CC=CC=3)C=CC=2)OC2C(P(C3C=CC=CC=3)C3C=CC=CC=3)=CC=CC1=2. The catalyst is C1(C)C=CC=CC=1.C(Cl)Cl.C1C=CC(/C=C/C(/C=C/C2C=CC=CC=2)=O)=CC=1.C1C=CC(/C=C/C(/C=C/C2C=CC=CC=2)=O)=CC=1.C1C=CC(/C=C/C(/C=C/C2C=CC=CC=2)=O)=CC=1.[Pd].[Pd]. The product is [CH2:1]([O:8][C:9]1[CH:14]=[C:13]([N:31]2[CH2:30][CH2:29][CH:28]([N:17]([CH3:16])[C:18](=[O:27])[O:19][CH2:20][C:21]3[CH:26]=[CH:25][CH:24]=[CH:23][CH:22]=3)[CH2:33][CH2:32]2)[CH:12]=[CH:11][N:10]=1)[C:2]1[CH:7]=[CH:6][CH:5]=[CH:4][CH:3]=1. The yield is 0.320. (10) The reactants are [CH:1]([C:4]1[CH:5]=[C:6]2[C:10](=[CH:11][CH:12]=1)[NH:9][C:8]([C:13]1[CH:18]=[C:17]([C:19]3[CH:24]=[CH:23][N:22]=[CH:21][CH:20]=3)[N:16]=[N:15][C:14]=1[O:25]C)=[CH:7]2)([CH3:3])[CH3:2].[OH-].[Na+]. The catalyst is CCO. The product is [CH:1]([C:4]1[CH:5]=[C:6]2[C:10](=[CH:11][CH:12]=1)[NH:9][C:8]([C:13]1[C:14](=[O:25])[NH:15][N:16]=[C:17]([C:19]3[CH:20]=[CH:21][N:22]=[CH:23][CH:24]=3)[CH:18]=1)=[CH:7]2)([CH3:3])[CH3:2]. The yield is 0.110.